This data is from Forward reaction prediction with 1.9M reactions from USPTO patents (1976-2016). The task is: Predict the product of the given reaction. (1) Given the reactants [C:1]1([CH:7]([C:21]2[CH:26]=[CH:25][CH:24]=[CH:23][CH:22]=2)[CH2:8][N:9]([CH3:20])[C:10](=[O:19])[CH:11](O)[C:12]2[CH:17]=[CH:16][CH:15]=[CH:14][CH:13]=2)[CH:6]=[CH:5][CH:4]=[CH:3][CH:2]=1.[H-].[Na+].C1(C)C=CC(S(Cl)(=O)=O)=CC=1.[NH2:40][CH2:41][CH2:42][C:43]1[N:47]=[CH:46][NH:45][CH:44]=1, predict the reaction product. The product is: [C:1]1([CH:7]([C:21]2[CH:26]=[CH:25][CH:24]=[CH:23][CH:22]=2)[CH2:8][N:9]([CH3:20])[C:10](=[O:19])[CH:11]([NH:40][CH2:41][CH2:42][C:43]2[N:47]=[CH:46][NH:45][CH:44]=2)[C:12]2[CH:17]=[CH:16][CH:15]=[CH:14][CH:13]=2)[CH:6]=[CH:5][CH:4]=[CH:3][CH:2]=1. (2) Given the reactants [CH2:1]([O:8][NH:9][C:10](=[O:24])[C@@H:11]([NH:16][C:17](=[O:23])[O:18][C:19]([CH3:22])([CH3:21])[CH3:20])[C:12](O)([CH3:14])[CH3:13])[C:2]1[CH:7]=[CH:6][CH:5]=[CH:4][CH:3]=1, predict the reaction product. The product is: [CH2:1]([O:8][N:9]1[C:10](=[O:24])[C@@H:11]([NH:16][C:17](=[O:23])[O:18][C:19]([CH3:22])([CH3:21])[CH3:20])[C:12]1([CH3:14])[CH3:13])[C:2]1[CH:7]=[CH:6][CH:5]=[CH:4][CH:3]=1. (3) Given the reactants [N:1]1([C:13]([O:15][C:16]([CH3:19])([CH3:18])[CH3:17])=[O:14])[CH:5]([C:6]([O:8][C:9]([CH3:12])([CH3:11])[CH3:10])=[O:7])[CH2:4][CH:3]=[N:2]1.C([BH3-])#N.[Na+], predict the reaction product. The product is: [N:1]1([C:13]([O:15][C:16]([CH3:19])([CH3:18])[CH3:17])=[O:14])[CH:5]([C:6]([O:8][C:9]([CH3:11])([CH3:12])[CH3:10])=[O:7])[CH2:4][CH2:3][NH:2]1. (4) Given the reactants [OH-].[Na+].[F:3][C:4]1[C:14]([C:15]([O:17]C)=[O:16])=[CH:13][C:7]2[NH:8][C:9](=[O:12])[CH2:10][O:11][C:6]=2[C:5]=1[F:19].Cl, predict the reaction product. The product is: [F:3][C:4]1[C:14]([C:15]([OH:17])=[O:16])=[CH:13][C:7]2[NH:8][C:9](=[O:12])[CH2:10][O:11][C:6]=2[C:5]=1[F:19]. (5) Given the reactants C(O[C:6]([N:8]1[CH2:12][C:11](=[N:13][O:14][CH2:15][C:16]2[CH:21]=[CH:20][C:19]([Cl:22])=[C:18]([Cl:23])[CH:17]=2)[CH2:10][C@H:9]1[C:24]([OH:26])=O)=[O:7])(C)(C)C.[C:27](Cl)(=O)C.[O:31]1[CH:35]=[CH:34][CH:33]=[C:32]1[CH2:36][NH2:37], predict the reaction product. The product is: [C:6]([N:8]1[CH2:12][C:11](=[N:13][O:14][CH2:15][C:16]2[CH:21]=[CH:20][C:19]([Cl:22])=[C:18]([Cl:23])[CH:17]=2)[CH2:10][C@H:9]1[C:24]([NH:37][CH2:36][C:32]1[O:31][CH:35]=[CH:34][CH:33]=1)=[O:26])(=[O:7])[CH3:27]. (6) Given the reactants [F:1][C:2]1[C:3](B2OC(C)(C)C(C)(C)O2)=[CH:4][CH:5]=[C:6]2[C:10]=1[N:9]([Si:11]([CH:18]([CH3:20])[CH3:19])([CH:15]([CH3:17])[CH3:16])[CH:12]([CH3:14])[CH3:13])[CH:8]=[CH:7]2.[NH2:30][C:31]1[C:36]([F:37])=[C:35](Cl)[N:34]=[C:33]([C:39]([O:41][CH3:42])=[O:40])[C:32]=1[Cl:43].C(=O)([O-])[O-].[Na+].[Na+].C(#N)C.O, predict the reaction product. The product is: [NH2:30][C:31]1[C:36]([F:37])=[C:35]([C:3]2[C:2]([F:1])=[C:10]3[C:6]([CH:7]=[CH:8][N:9]3[Si:11]([CH:15]([CH3:17])[CH3:16])([CH:12]([CH3:13])[CH3:14])[CH:18]([CH3:20])[CH3:19])=[CH:5][CH:4]=2)[N:34]=[C:33]([C:39]([O:41][CH3:42])=[O:40])[C:32]=1[Cl:43].